This data is from Reaction yield outcomes from USPTO patents with 853,638 reactions. The task is: Predict the reaction yield, written as a fraction of the theoretical maximum amount of product (1.0 means a 100% yield; for example, 0.34 means a 34% yield). (1) The reactants are C[O:2][C:3]([C:5]1[N:6]=[C:7]([Br:10])[S:8][CH:9]=1)=O.[NH3:11]. The catalyst is CO. The product is [Br:10][C:7]1[S:8][CH:9]=[C:5]([C:3]([NH2:11])=[O:2])[N:6]=1. The yield is 1.00. (2) The reactants are [F:1][C:2]1[CH:7]=[CH:6][C:5]([C:8]2[S:18][C:11]3[N:12]=[C:13]([CH3:17])[NH:14][C:15](=O)[C:10]=3[CH:9]=2)=[CH:4][CH:3]=1.F[P-](F)(F)(F)(F)F.N1(O[P+](N(C)C)(N(C)C)N(C)C)C2C=CC=CC=2N=N1.C1CCN2C(=NCCC2)CC1.[Cl:57][C:58]1[CH:73]=[CH:72][C:61]([O:62][CH2:63][C:64]([N:66]2[CH2:71][CH2:70][NH:69][CH2:68][CH2:67]2)=[O:65])=[CH:60][CH:59]=1. The catalyst is CC#N. The product is [Cl:57][C:58]1[CH:59]=[CH:60][C:61]([O:62][CH2:63][C:64]([N:66]2[CH2:71][CH2:70][N:69]([C:15]3[C:10]4[CH:9]=[C:8]([C:5]5[CH:6]=[CH:7][C:2]([F:1])=[CH:3][CH:4]=5)[S:18][C:11]=4[N:12]=[C:13]([CH3:17])[N:14]=3)[CH2:68][CH2:67]2)=[O:65])=[CH:72][CH:73]=1. The yield is 0.860. (3) The reactants are Br[C:2]1[CH:3]=[CH:4][C:5]([NH:8][C:9](=[O:28])[C:10]2[CH:15]=[C:14]([O:16][CH2:17][CH2:18][C:19]3[CH:23]=[CH:22][S:21][CH:20]=3)[CH:13]=[C:12]([O:24][CH:25]([CH3:27])[CH3:26])[CH:11]=2)=[N:6][CH:7]=1.[CH2:29]([O:31][PH:32]([CH3:34])=[O:33])[CH3:30].CCN(CC)CC. The catalyst is C1(C)C=CC=CC=1.C(Cl)Cl.C1(P(C2C=CC=CC=2)C2C=CC=CC=2)C=CC=CC=1.C1(P(C2C=CC=CC=2)C2C=CC=CC=2)C=CC=CC=1.C1(P(C2C=CC=CC=2)C2C=CC=CC=2)C=CC=CC=1.C1(P(C2C=CC=CC=2)C2C=CC=CC=2)C=CC=CC=1.[Pd]. The product is [CH2:29]([O:31][P:32]([C:2]1[CH:7]=[N:6][C:5]([NH:8][C:9](=[O:28])[C:10]2[CH:15]=[C:14]([O:16][CH2:17][CH2:18][C:19]3[CH:23]=[CH:22][S:21][CH:20]=3)[CH:13]=[C:12]([O:24][CH:25]([CH3:27])[CH3:26])[CH:11]=2)=[CH:4][CH:3]=1)([CH3:34])=[O:33])[CH3:30]. The yield is 0.920. (4) The reactants are [Cl:1][C:2]1[CH:10]=[C:9]2[C:5]([C:6]([CH:11](O)[CH2:12][C:13]3[CH:18]=[CH:17][C:16]([CH2:19][CH3:20])=[CH:15][N:14]=3)=[N:7][NH:8]2)=[CH:4][CH:3]=1.S(Cl)(C)(=O)=O.C1CCN2C(=NCCC2)CC1. The catalyst is C(Cl)Cl. The product is [Cl:1][C:2]1[CH:10]=[C:9]2[C:5]([C:6]([CH:11]=[CH:12][C:13]3[CH:18]=[CH:17][C:16]([CH2:19][CH3:20])=[CH:15][N:14]=3)=[N:7][NH:8]2)=[CH:4][CH:3]=1. The yield is 0.710.